From a dataset of Full USPTO retrosynthesis dataset with 1.9M reactions from patents (1976-2016). Predict the reactants needed to synthesize the given product. (1) Given the product [Cl:1][C:2]1[CH:3]=[CH:4][C:5]2[N:6]([C:8]([I:12])=[C:9]([CH3:11])[N:10]=2)[N:7]=1, predict the reactants needed to synthesize it. The reactants are: [Cl:1][C:2]1[CH:3]=[CH:4][C:5]2[N:6]([CH:8]=[C:9]([CH3:11])[N:10]=2)[N:7]=1.[I:12]Cl.S([O-])([O-])(=O)=S.[Na+].[Na+].C(=O)([O-])O.[Na+]. (2) Given the product [C:34]1([C:37]2[CH:38]=[CH:39][CH:40]=[CH:41][CH:42]=2)[CH:33]=[CH:32][C:31]([NH:28][C:29]([N:16]2[CH2:15][CH2:14][N:13]([C:6]3[C:5]4[C:10](=[CH:11][CH:12]=[C:3]([F:2])[CH:4]=4)[N:9]=[CH:8][CH:7]=3)[CH2:18][CH2:17]2)=[O:30])=[CH:36][CH:35]=1, predict the reactants needed to synthesize it. The reactants are: Cl.[F:2][C:3]1[CH:4]=[C:5]2[C:10](=[CH:11][CH:12]=1)[N:9]=[CH:8][CH:7]=[C:6]2[N:13]1[CH2:18][CH2:17][NH:16][CH2:15][CH2:14]1.CCN(C(C)C)C(C)C.[N:28]([C:31]1[CH:36]=[CH:35][C:34]([C:37]2[CH:42]=[CH:41][CH:40]=[CH:39][CH:38]=2)=[CH:33][CH:32]=1)=[C:29]=[O:30]. (3) Given the product [S:29]1[C:33]2[CH:34]=[CH:35][C:36]([NH:38][C:12]3[C:11]([C:24]([O:26][CH2:27][CH3:28])=[O:25])=[CH:10][N:9]([O:8][CH2:1][C:2]4[CH:3]=[CH:4][CH:5]=[CH:6][CH:7]=4)[C:14](=[O:15])[CH:13]=3)=[CH:37][C:32]=2[N:31]=[CH:30]1, predict the reactants needed to synthesize it. The reactants are: [CH2:1]([O:8][N:9]1[C:14](=[O:15])[CH:13]=[C:12](OS(C(F)(F)F)(=O)=O)[C:11]([C:24]([O:26][CH2:27][CH3:28])=[O:25])=[CH:10]1)[C:2]1[CH:7]=[CH:6][CH:5]=[CH:4][CH:3]=1.[S:29]1[C:33]2[CH:34]=[CH:35][C:36]([NH2:38])=[CH:37][C:32]=2[N:31]=[CH:30]1. (4) The reactants are: [N+:1]([C:4]1[N:5]=[CH:6][N:7]([CH:9]([C:11]2[CH:16]=[CH:15][C:14]([C:17]([F:20])([F:19])[F:18])=[CH:13][CH:12]=2)[CH3:10])[CH:8]=1)([O-])=O.[F:21][C:22]1[CH:23]=[C:24]([CH2:29][C:30]([NH:32][CH:33]([CH2:37][CH2:38][CH3:39])[C:34](O)=[O:35])=[O:31])[CH:25]=[C:26]([F:28])[CH:27]=1. Given the product [F:18][C:17]([F:20])([F:19])[C:14]1[CH:15]=[CH:16][C:11]([CH:9]([N:7]2[CH:8]=[C:4]([NH:1][C:34](=[O:35])[C@@H:33]([NH:32][C:30](=[O:31])[CH2:29][C:24]3[CH:25]=[C:26]([F:28])[CH:27]=[C:22]([F:21])[CH:23]=3)[CH2:37][CH2:38][CH3:39])[N:5]=[CH:6]2)[CH3:10])=[CH:12][CH:13]=1, predict the reactants needed to synthesize it. (5) Given the product [CH2:20]([C:2]1[N:32]=[C:10]2[C:9]3[CH:12]=[CH:13][CH:14]=[CH:15][C:8]=3[NH:7][C:6]3[N:16]=[CH:17][CH:18]=[CH:19][C:5]=3[N:4]2[CH:3]=1)[CH2:21][C:22]1[CH:27]=[CH:26][CH:25]=[CH:24][CH:23]=1, predict the reactants needed to synthesize it. The reactants are: O=[C:2]([CH2:20][CH2:21][C:22]1[CH:27]=[CH:26][CH:25]=[CH:24][CH:23]=1)[CH2:3][N:4]1[C:10](=O)[C:9]2[CH:12]=[CH:13][CH:14]=[CH:15][C:8]=2[NH:7][C:6]2[N:16]=[CH:17][CH:18]=[CH:19][C:5]1=2.C([O-])(=O)C.[NH4+:32]. (6) Given the product [Br-:10].[CH2:24]([C:20]1[C:19]2[C:14](=[CH:15][CH:16]=[CH:17][CH:18]=2)[CH:13]=[C:12]([CH3:11])[C:21]=1[N+:3]1[C:2]([Cl:1])=[C:6]([Cl:7])[NH:5][CH:4]=1)[C:25]1[CH:30]=[CH:29][CH:28]=[CH:27][CH:26]=1, predict the reactants needed to synthesize it. The reactants are: [Cl:1][C:2]1[N:3]=[CH:4][NH:5][C:6]=1[Cl:7].[OH-].[K+].[Br:10][CH2:11][C:12]1[CH:21]=[CH:20][C:19]2[C:14](=[CH:15][CH:16]=[CH:17][CH:18]=2)[CH:13]=1.[K+].[Br-].[CH2:24](Br)[C:25]1[CH:30]=[CH:29][CH:28]=[CH:27][CH:26]=1. (7) The reactants are: [Li+].C[Si]([N-][Si](C)(C)C)(C)C.[Cl:11][C:12]1[CH:13]=[C:14]([C@@H:18]2[C@@H:23]([C:24]3[CH:29]=[CH:28][C:27]([Cl:30])=[CH:26][CH:25]=3)[N:22]([CH2:31][C:32]3[CH:37]=[CH:36][C:35]([O:38][CH3:39])=[CH:34][C:33]=3[O:40][CH3:41])[C:21](=[O:42])[CH:20]([CH3:43])[CH2:19]2)[CH:15]=[CH:16][CH:17]=1.[C:49](O[C:49]([O:51][CH3:52])=[O:50])([O:51][CH3:52])=[O:50]. Given the product [Cl:11][C:12]1[CH:13]=[C:14]([C@@H:18]2[C@@H:23]([C:24]3[CH:25]=[CH:26][C:27]([Cl:30])=[CH:28][CH:29]=3)[N:22]([CH2:31][C:32]3[CH:37]=[CH:36][C:35]([O:38][CH3:39])=[CH:34][C:33]=3[O:40][CH3:41])[C:21](=[O:42])[C:20]([CH3:43])([C:49]([O:51][CH3:52])=[O:50])[CH2:19]2)[CH:15]=[CH:16][CH:17]=1, predict the reactants needed to synthesize it.